Predict which catalyst facilitates the given reaction. From a dataset of Catalyst prediction with 721,799 reactions and 888 catalyst types from USPTO. (1) Reactant: [Br:1][C:2]1[CH:3]=[C:4]([CH:15]=[C:16]([Cl:18])[CH:17]=1)[O:5][C:6]1[C:7]([C:13]#[N:14])=[N:8][CH:9]=[CH:10][C:11]=1[CH3:12].[H-].[H-].[H-].[H-].[Li+].[Al+3].C(=O)=O.CC(C)=O.[OH-].[Na+]. Product: [Br:1][C:2]1[CH:3]=[C:4]([CH:15]=[C:16]([Cl:18])[CH:17]=1)[O:5][C:6]1[C:7]([CH2:13][NH2:14])=[N:8][CH:9]=[CH:10][C:11]=1[CH3:12]. The catalyst class is: 30. (2) Reactant: [N:1]([O-])=O.[Na+].[Br:5][C:6]1[CH:12]=[C:11]([CH3:13])[C:9]([NH2:10])=[C:8]([CH3:14])[CH:7]=1.[Sn](Cl)[Cl:16]. Product: [ClH:16].[Br:5][C:6]1[CH:12]=[C:11]([CH3:13])[C:9]([NH:10][NH2:1])=[C:8]([CH3:14])[CH:7]=1. The catalyst class is: 223. (3) Reactant: [NH2:1][C:2]1[CH:7]=[CH:6][C:5]([CH3:8])=[CH:4][CH:3]=1.[C:9]1([S:15][CH:16]=[CH:17][C:18](Cl)=[O:19])[CH:14]=[CH:13][CH:12]=[CH:11][CH:10]=1.Cl. Product: [CH3:8][C:5]1[CH:6]=[CH:7][C:2]([NH:1][C:18](=[O:19])[CH:17]=[CH:16][S:15][C:9]2[CH:14]=[CH:13][CH:12]=[CH:11][CH:10]=2)=[CH:3][CH:4]=1. The catalyst class is: 10. (4) Reactant: [C:1]([C:5]1[CH:6]=[C:7]2[C:19]3=[C:20]4[C:10](=[C:11]([CH3:35])[CH:12]=[C:13]([C:21]5[C:22]6[C:27]([CH:28]=[C:29]7[C:34]=5[CH:33]=[CH:32][CH:31]=[CH:30]7)=[CH:26][CH:25]=[CH:24][CH:23]=6)[C:14]4=[CH:15][CH:16]=[C:17]3[CH:18]=1)[CH:9]=[CH:8]2)([CH3:4])([CH3:3])[CH3:2].[OH-].[K+].[Br:38]Br.S([O-])([O-])(=O)=S.[Na+].[Na+]. Product: [Br:38][C:28]1[C:29]2[C:34]([C:21]([C:13]3[C:14]4[C:20]5=[C:19]6[C:17](=[CH:16][CH:15]=4)[CH:18]=[C:5]([C:1]([CH3:4])([CH3:3])[CH3:2])[CH:6]=[C:7]6[CH:8]=[CH:9][C:10]5=[C:11]([CH3:35])[CH:12]=3)=[C:22]3[C:27]=1[CH:26]=[CH:25][CH:24]=[CH:23]3)=[CH:33][CH:32]=[CH:31][CH:30]=2. The catalyst class is: 38. (5) Reactant: [N:1]1[C:9]2[C:4](=[N:5][CH:6]=[CH:7][CH:8]=2)[NH:3][CH:2]=1.[H-].[Na+].Cl[CH2:13][C:14]1[CH:24]=[CH:23][C:17]2[N:18]=[C:19]([S:21][CH3:22])[S:20][C:16]=2[CH:15]=1. Product: [N:1]1[C:9]2[C:4](=[N:5][CH:6]=[CH:7][CH:8]=2)[N:3]([CH2:13][C:14]2[CH:24]=[CH:23][C:17]3[N:18]=[C:19]([S:21][CH3:22])[S:20][C:16]=3[CH:15]=2)[CH:2]=1. The catalyst class is: 3. (6) Reactant: [NH2:1][C:2]1[C:11]2[C:6](=[C:7]([O:14][CH:15]3[CH2:19][CH2:18][CH2:17][CH2:16]3)[C:8]([O:12][CH3:13])=[CH:9][CH:10]=2)[NH:5][C:4](=[O:20])[CH:3]=1.[H-].[Na+].[Cl:23][C:24]1[CH:25]=[N:26][CH:27]=[C:28]([Cl:31])[C:29]=1Cl.OP([O-])(O)=O.[K+]. Product: [CH:15]1([O:14][C:7]2[C:8]([O:12][CH3:13])=[CH:9][CH:10]=[C:11]3[C:6]=2[NH:5][C:4](=[O:20])[CH:3]=[C:2]3[NH:1][C:29]2[C:28]([Cl:31])=[CH:27][N:26]=[CH:25][C:24]=2[Cl:23])[CH2:19][CH2:18][CH2:17][CH2:16]1. The catalyst class is: 16. (7) Reactant: [Cl:1][CH2:2][CH2:3][CH2:4][CH2:5][CH2:6][CH:7]1[CH2:24][C@@:22]2([CH3:23])[C@@H:18]([CH2:19][CH2:20][C:21]2=[O:25])[C@H:17]2[C:8]1=[C:9]1[C:14]([CH2:15][CH2:16]2)=[CH:13][C:12](=[O:26])[CH2:11][CH2:10]1. Product: [Cl:1][CH2:2][CH2:3][CH2:4][CH2:5][CH2:6][CH:7]1[CH2:24][C@@:22]2([CH3:23])[C@@H:18]([CH2:19][CH2:20][C:21]2=[O:25])[C@H:17]2[C@H:8]1[C:9]1[CH:10]=[CH:11][C:12]([OH:26])=[CH:13][C:14]=1[CH2:15][CH2:16]2. The catalyst class is: 29.